Task: Predict the reaction yield, written as a fraction of the theoretical maximum amount of product (1.0 means a 100% yield; for example, 0.34 means a 34% yield).. Dataset: Reaction yield outcomes from USPTO patents with 853,638 reactions (1) The reactants are Br[C:2]1[CH:20]=[CH:19][C:5]([C:6]([NH:8][C:9]2[CH:14]=[C:13]([C:15]([F:18])([F:17])[F:16])[CH:12]=[CH:11][N:10]=2)=[O:7])=[C:4]([CH3:21])[CH:3]=1.[CH3:22][C:23]1([CH3:39])[C:27]([CH3:29])([CH3:28])[O:26][B:25]([B:25]2[O:26][C:27]([CH3:29])([CH3:28])[C:23]([CH3:39])([CH3:22])[O:24]2)[O:24]1.CC([O-])=O.[K+]. The catalyst is O1CCOCC1. The product is [CH3:21][C:4]1[CH:3]=[C:2]([B:25]2[O:26][C:27]([CH3:29])([CH3:28])[C:23]([CH3:39])([CH3:22])[O:24]2)[CH:20]=[CH:19][C:5]=1[C:6]([NH:8][C:9]1[CH:14]=[C:13]([C:15]([F:18])([F:17])[F:16])[CH:12]=[CH:11][N:10]=1)=[O:7]. The yield is 0.880. (2) The reactants are [OH:1][C@H:2]1[CH2:19][CH2:18][C@@:17]2([CH3:20])[C@@H:4]([CH2:5][CH2:6][C@:7]3([CH3:41])[C@@H:16]2[CH2:15][CH2:14][C@H:13]2[C@@:8]3([CH3:40])[CH2:9][CH2:10][C@@:11]3([C:27]([NH:29][CH2:30][C:31]4[CH:32]=[C:33]([CH:37]=[CH:38][CH:39]=4)[C:34]([OH:36])=O)=[O:28])[CH2:23][CH2:22][C@@H:21]([C:24]([CH3:26])=[CH2:25])[C@@H:12]32)[C:3]1([CH3:43])[CH3:42].[NH2:44][CH2:45][CH2:46][NH:47][C:48](=[O:50])[CH3:49].CCN=C=NCCCN(C)C.ON1C2N=CC=CC=2N=N1.CN1CCOCC1. The catalyst is CN(C=O)C.Cl. The product is [C:48]([NH:47][CH2:46][CH2:45][NH:44][C:34]([C:33]1[CH:32]=[C:31]([CH:39]=[CH:38][CH:37]=1)[CH2:30][NH:29][C:27]([C@:11]12[CH2:23][CH2:22][C@@H:21]([C:24]([CH3:26])=[CH2:25])[C@@H:12]1[C@@H:13]1[C@@:8]([CH3:40])([CH2:9][CH2:10]2)[C@@:7]2([CH3:41])[C@@H:16]([C@:17]3([CH3:20])[C@@H:4]([CH2:5][CH2:6]2)[C:3]([CH3:43])([CH3:42])[C@@H:2]([OH:1])[CH2:19][CH2:18]3)[CH2:15][CH2:14]1)=[O:28])=[O:36])(=[O:50])[CH3:49]. The yield is 0.850. (3) The reactants are [CH3:1][N:2]1[C:6]2[CH:7]=[CH:8][C:9]([NH2:11])=[CH:10][C:5]=2[N:4]=[CH:3]1.[Br:12]Br.N. The catalyst is CC(O)=O. The product is [CH3:1][N:2]1[C:6]2[CH:7]=[CH:8][C:9]([NH2:11])=[C:10]([Br:12])[C:5]=2[N:4]=[CH:3]1. The yield is 0.500. (4) The catalyst is CN(C=O)C. The product is [C:50]([NH:57][CH2:58][CH2:59][O:60][CH2:61][CH2:62][O:63][CH2:64][CH2:65][NH:66][C:10](=[O:12])[CH2:9][CH2:8][CH2:7][CH2:6][C@H:4]1[C@@H:3]2[C@@H:2]([NH:16][C:14]([NH:13]2)=[O:15])[CH2:1][S:5]1)([O:52][C:53]([CH3:56])([CH3:55])[CH3:54])=[O:51]. The reactants are [CH2:1]1[S:5][C@@H:4]([CH2:6][CH2:7][CH2:8][CH2:9][C:10]([OH:12])=O)[C@H:3]2[NH:13][C:14]([NH:16][C@@H:2]12)=[O:15].F[P-](F)(F)(F)(F)F.N1(OC(N(C)C)=[N+](C)C)C2C=CC=CC=2N=N1.CCN(C(C)C)C(C)C.[C:50]([NH:57][CH2:58][CH2:59][O:60][CH2:61][CH2:62][O:63][CH2:64][CH2:65][NH2:66])([O:52][C:53]([CH3:56])([CH3:55])[CH3:54])=[O:51]. The yield is 0.900.